Dataset: Catalyst prediction with 721,799 reactions and 888 catalyst types from USPTO. Task: Predict which catalyst facilitates the given reaction. (1) The catalyst class is: 4. Reactant: [CH2:1]([NH:8][C:9](=[O:49])[C@@H:10]([OH:48])[CH:11]([NH:19][C:20](=[O:47])[C@@H:21]([NH:31][C:32](=[O:46])[C@@H:33]([NH:35][S:36]([C:39]1[C:40]([CH3:45])=[CH:41][CH:42]=[CH:43][CH:44]=1)(=[O:38])=[O:37])[CH3:34])[CH2:22][C:23]1[CH:28]=[CH:27][C:26]([O:29][CH3:30])=[CH:25][CH:24]=1)[CH2:12][C:13]1[CH:18]=[CH:17][CH:16]=[CH:15][CH:14]=1)[C:2]1[CH:7]=[CH:6][CH:5]=[CH:4][CH:3]=1.CC(OI1(OC(C)=O)(OC(C)=O)OC(=O)C2C=CC=CC1=2)=O. Product: [CH2:1]([NH:8][C:9](=[O:49])[C:10](=[O:48])[C@@H:11]([NH:19][C:20](=[O:47])[C@@H:21]([NH:31][C:32](=[O:46])[C@@H:33]([NH:35][S:36]([C:39]1[C:40]([CH3:45])=[CH:41][CH:42]=[CH:43][CH:44]=1)(=[O:38])=[O:37])[CH3:34])[CH2:22][C:23]1[CH:28]=[CH:27][C:26]([O:29][CH3:30])=[CH:25][CH:24]=1)[CH2:12][C:13]1[CH:18]=[CH:17][CH:16]=[CH:15][CH:14]=1)[C:2]1[CH:3]=[CH:4][CH:5]=[CH:6][CH:7]=1. (2) Reactant: CC1(C)CCCC(C)(C)N1.[Li]CCCC.[N:16]1[CH:21]=[CH:20][N:19]=[CH:18][CH:17]=1.[NH2-].[Li+].[CH3:24][CH:25]([CH3:29])[C:26](=[O:28])[CH3:27]. Product: [CH3:24][CH:25]([CH3:29])[C@:26]([C:17]1[CH:18]=[N:19][CH:20]=[CH:21][N:16]=1)([OH:28])[CH3:27]. The catalyst class is: 1. (3) Reactant: [CH2:1]([N:8]1[CH:12]=[C:11](I)[CH:10]=[N:9]1)[C:2]1[CH:7]=[CH:6][CH:5]=[CH:4][CH:3]=1.[Cl:14][C:15]1[C:20](B(O)O)=[CH:19][CH:18]=[CH:17][N:16]=1.C(=O)(O)[O-].[Na+]. Product: [CH2:1]([N:8]1[CH:12]=[C:11]([C:20]2[C:15]([Cl:14])=[N:16][CH:17]=[CH:18][CH:19]=2)[CH:10]=[N:9]1)[C:2]1[CH:7]=[CH:6][CH:5]=[CH:4][CH:3]=1. The catalyst class is: 73.